Dataset: Forward reaction prediction with 1.9M reactions from USPTO patents (1976-2016). Task: Predict the product of the given reaction. (1) Given the reactants Br[C:2]1[CH:24]=[CH:23][C:5]2[C:6]3[N:7]=[C:8]([C:14]4[N:15]([CH:20]([CH3:22])[CH3:21])[N:16]=[C:17]([CH3:19])[N:18]=4)[S:9][C:10]=3[CH2:11][CH2:12][O:13][C:4]=2[CH:3]=1.ClCCl.[I-].[C:29]([O:33][C:34]([N:36]1[CH2:39][CH:38]([Zn+])[CH2:37]1)=[O:35])([CH3:32])([CH3:31])[CH3:30].[NH4+].[Cl-], predict the reaction product. The product is: [C:29]([O:33][C:34]([N:36]1[CH2:39][CH:38]([C:2]2[CH:24]=[CH:23][C:5]3[C:6]4[N:7]=[C:8]([C:14]5[N:15]([CH:20]([CH3:22])[CH3:21])[N:16]=[C:17]([CH3:19])[N:18]=5)[S:9][C:10]=4[CH2:11][CH2:12][O:13][C:4]=3[CH:3]=2)[CH2:37]1)=[O:35])([CH3:32])([CH3:30])[CH3:31]. (2) The product is: [F:18][C:12]1[CH:13]=[C:14]([F:17])[CH:15]=[CH:16][C:11]=1[C:8]1[CH:9]=[N:10][C:5]2[N:6]([CH:19]=[C:3]([CH2:2][O:27][C:25]3[CH:24]=[CH:23][N:22]=[C:21]([F:20])[CH:26]=3)[N:4]=2)[N:7]=1. Given the reactants Cl[CH2:2][C:3]1[N:4]=[C:5]2[N:10]=[CH:9][C:8]([C:11]3[CH:16]=[CH:15][C:14]([F:17])=[CH:13][C:12]=3[F:18])=[N:7][N:6]2[CH:19]=1.[F:20][C:21]1[CH:26]=[C:25]([OH:27])[CH:24]=[CH:23][N:22]=1, predict the reaction product. (3) Given the reactants [CH2:1]([O:5][C:6]1[CH:7]=[C:8]([CH:16]=[CH:17][CH:18]=1)[O:9][CH2:10][C:11]([O:13]CC)=[O:12])[CH:2]([CH3:4])[CH3:3].CCO.[OH-].[K+].Cl, predict the reaction product. The product is: [CH2:1]([O:5][C:6]1[CH:7]=[C:8]([CH:16]=[CH:17][CH:18]=1)[O:9][CH2:10][C:11]([OH:13])=[O:12])[CH:2]([CH3:4])[CH3:3]. (4) Given the reactants [Br:1]Br.[O:3]1[C:7]2[C:8]([CH:12]([C:19]3[CH:24]=[CH:23][CH:22]=[CH:21][N:20]=3)[CH2:13][C:14]3[NH:15][CH2:16][CH2:17][N:18]=3)=[CH:9][CH:10]=[CH:11][C:6]=2[CH2:5][CH2:4]1.N#N, predict the reaction product. The product is: [Br:1][C:10]1[CH:9]=[C:8]([CH:12]([C:19]2[CH:24]=[CH:23][CH:22]=[CH:21][N:20]=2)[CH2:13][C:14]2[NH:15][CH2:16][CH2:17][N:18]=2)[C:7]2[O:3][CH2:4][CH2:5][C:6]=2[CH:11]=1. (5) The product is: [CH2:3]=[CH:2][C:1]([O:6][C:10]12[CH2:9][C:8]3([OH:7])[CH2:17][CH:12]([CH2:13][CH:14]([CH2:15]3)[CH2:16]1)[CH2:11]2)=[O:5]. Given the reactants [C:1]([OH:6])(=[O:5])[C:2](C)=[CH2:3].[OH:7][C:8]12[CH2:17][CH:12]3[CH2:13][CH:14]([CH2:16][C:10](C=C(C)C([O-])=O)([CH2:11]3)[CH2:9]1)[CH2:15]2.C1C2C(=CC3C(C=2COC(=O)C(C)=C)=CC=CC=3)C=CC=1.CC(C)C#N, predict the reaction product. (6) The product is: [C:12]([O:11][C:7]([CH3:8])([CH3:9])[CH3:10])(=[O:13])/[CH:14]=[CH:1]/[CH2:2][CH2:3][CH2:4][CH3:5]. Given the reactants [CH:1](=O)[CH2:2][CH2:3][CH2:4][CH3:5].[C:7]([O:11][C:12]([CH:14]=P(C1C=CC=CC=1)(C1C=CC=CC=1)C1C=CC=CC=1)=[O:13])([CH3:10])([CH3:9])[CH3:8], predict the reaction product.